Predict the product of the given reaction. From a dataset of Forward reaction prediction with 1.9M reactions from USPTO patents (1976-2016). (1) Given the reactants [C:1]1([C:7]([C:9]2[O:10][C:11]([C:14]([O:16][CH3:17])=[O:15])=[CH:12][CH:13]=2)=O)[CH:6]=[CH:5][CH:4]=[CH:3][CH:2]=1.[CH2:18]([NH:25][NH2:26])[C:19]1[CH:24]=[CH:23][CH:22]=[CH:21][CH:20]=1.C(O)(=O)C, predict the reaction product. The product is: [CH2:18]([NH:25][N:26]=[C:7]([C:1]1[CH:6]=[CH:5][CH:4]=[CH:3][CH:2]=1)[C:9]1[O:10][C:11]([C:14]([O:16][CH3:17])=[O:15])=[CH:12][CH:13]=1)[C:19]1[CH:24]=[CH:23][CH:22]=[CH:21][CH:20]=1. (2) Given the reactants [N:1]([CH2:4][C@@H:5]1[O:9][C:8](=[O:10])[N:7]([C:11]2[CH:16]=[CH:15][C:14]([Br:17])=[CH:13][N:12]=2)[CH2:6]1)=[N+]=[N-].O.C1(P(C2C=CC=CC=2)C2C=CC=CC=2)C=CC=CC=1, predict the reaction product. The product is: [NH2:1][CH2:4][C@@H:5]1[O:9][C:8](=[O:10])[N:7]([C:11]2[CH:16]=[CH:15][C:14]([Br:17])=[CH:13][N:12]=2)[CH2:6]1.